Task: Regression. Given a peptide amino acid sequence and an MHC pseudo amino acid sequence, predict their binding affinity value. This is MHC class II binding data.. Dataset: Peptide-MHC class II binding affinity with 134,281 pairs from IEDB (1) The peptide sequence is NRIMADGGSIQNTNL. The MHC is HLA-DPA10201-DPB10501 with pseudo-sequence HLA-DPA10201-DPB10501. The binding affinity (normalized) is 0. (2) The peptide sequence is AFILDGDNLQPKV. The MHC is DRB3_0101 with pseudo-sequence DRB3_0101. The binding affinity (normalized) is 0.567. (3) The peptide sequence is YDKFLANVSTVLEGK. The MHC is DRB1_0701 with pseudo-sequence DRB1_0701. The binding affinity (normalized) is 0.695. (4) The peptide sequence is SQIPISINYRTEIDK. The MHC is HLA-DPA10301-DPB10402 with pseudo-sequence HLA-DPA10301-DPB10402. The binding affinity (normalized) is 0.210. (5) The peptide sequence is ISRRDQRGSGQVVTY. The MHC is DRB1_1101 with pseudo-sequence DRB1_1101. The binding affinity (normalized) is 0.422.